Predict the reactants needed to synthesize the given product. From a dataset of Full USPTO retrosynthesis dataset with 1.9M reactions from patents (1976-2016). (1) Given the product [C:25]([S@@:28](/[N:30]=[CH:2]/[CH2:3][CH2:4][C@@:5]1([C:20]([O:22][CH3:23])=[O:21])[CH2:9][CH2:8][CH2:7][N:6]1[C:10]([O:12][CH2:13][C:14]1[CH:19]=[CH:18][CH:17]=[CH:16][CH:15]=1)=[O:11])=[O:29])([CH3:27])([CH3:26])[CH3:24], predict the reactants needed to synthesize it. The reactants are: O=[CH:2][CH2:3][CH2:4][C@@:5]1([C:20]([O:22][CH3:23])=[O:21])[CH2:9][CH2:8][CH2:7][N:6]1[C:10]([O:12][CH2:13][C:14]1[CH:19]=[CH:18][CH:17]=[CH:16][CH:15]=1)=[O:11].[CH3:24][C:25]([S@@:28]([NH2:30])=[O:29])([CH3:27])[CH3:26]. (2) Given the product [CH3:22][C@@H:17]1[O:18][C@@H:19]([CH3:21])[CH2:20][N:15]([C:39]2[CH:46]=[CH:45][C:44]([N+:47]([O-:49])=[O:48])=[CH:43][C:40]=2[CH:41]=[O:42])[CH2:16]1, predict the reactants needed to synthesize it. The reactants are: ClC(OC(Cl)C)=O.C([N:15]1[CH2:20][C@H:19]([CH3:21])[O:18][C@@H:17]([CH3:22])[CH2:16]1)C1C=CC=CC=1.C(N(C(C)C)CC)(C)C.C([O-])([O-])=O.[K+].[K+].F[C:39]1[CH:46]=[CH:45][C:44]([N+:47]([O-:49])=[O:48])=[CH:43][C:40]=1[CH:41]=[O:42]. (3) Given the product [OH:3][CH:2]([CH2:4][N:40]1[CH2:45][CH2:44][S:43][CH2:42][CH2:41]1)[CH2:9][O:15][C:16]1[CH:17]=[CH:18][C:19]2[C:20]3[N:21]([CH2:37][CH2:38][N:39]=3)[C:22]([NH:28][C:29]([C:30]3[CH:31]=[N:32][CH:33]=[CH:34][CH:35]=3)=[O:36])=[N:23][C:24]=2[C:25]=1[O:26][CH3:27], predict the reactants needed to synthesize it. The reactants are: O[C:2]([C:4](F)(F)F)=[O:3].O[C:9](C(F)(F)F)=O.[OH:15][C:16]1[CH:17]=[CH:18][C:19]2[C:20]3[N:21]([CH2:37][CH2:38][N:39]=3)[C:22]([NH:28][C:29](=[O:36])[C:30]3[CH:35]=[CH:34][CH:33]=[N:32][CH:31]=3)=[N:23][C:24]=2[C:25]=1[O:26][CH3:27].[NH:40]1[CH2:45][CH2:44][S:43][CH2:42][CH2:41]1. (4) Given the product [ClH:1].[ClH:29].[Cl:29][C:30]1[CH:35]=[C:34]([C:2]2[N:3]=[C:4]3[C:9](=[CH:10][CH:11]=2)[N:8]=[CH:7][C:6]([C:12](=[O:14])[CH3:13])=[C:5]3[NH:15][C:16]2[CH:21]=[CH:20][CH:19]=[C:18]([CH2:22][CH2:23][N:24]3[CH2:28][CH2:27][CH2:26][CH2:25]3)[CH:17]=2)[CH:33]=[C:32]([Cl:45])[C:31]=1[OH:46], predict the reactants needed to synthesize it. The reactants are: [Cl:1][C:2]1[N:3]=[C:4]2[C:9](=[CH:10][CH:11]=1)[N:8]=[CH:7][C:6]([C:12](=[O:14])[CH3:13])=[C:5]2[NH:15][C:16]1[CH:21]=[CH:20][CH:19]=[C:18]([CH2:22][CH2:23][N:24]2[CH2:28][CH2:27][CH2:26][CH2:25]2)[CH:17]=1.[Cl:29][C:30]1[CH:35]=[C:34](B2OC(C)(C)C(C)(C)O2)[CH:33]=[C:32]([Cl:45])[C:31]=1[OH:46].C1(N)C(F)=C(F)C(F)=C(N)C=1F.Cl.Cl. (5) Given the product [CH3:40][C@@:38]1([CH2:41][O:21][C:18]2[CH:19]=[CH:20][C:15]([N:12]3[CH2:11][CH2:10][CH:9]([O:8][C:7]4[CH:22]=[CH:23][C:4]([O:3][C:2]([F:1])([F:24])[F:25])=[CH:5][CH:6]=4)[CH2:14][CH2:13]3)=[CH:16][CH:17]=2)[O:39][C:29]2=[N:33][C:32]([N+:34]([O-:36])=[O:35])=[CH:31][N:30]2[CH2:37]1, predict the reactants needed to synthesize it. The reactants are: [F:1][C:2]([F:25])([F:24])[O:3][C:4]1[CH:23]=[CH:22][C:7]([O:8][CH:9]2[CH2:14][CH2:13][N:12]([C:15]3[CH:20]=[CH:19][C:18]([OH:21])=[CH:17][CH:16]=3)[CH2:11][CH2:10]2)=[CH:6][CH:5]=1.[H-].[Na+].Cl[C:29]1[N:30]([CH2:37][C@:38]2([CH3:41])[CH2:40][O:39]2)[CH:31]=[C:32]([N+:34]([O-:36])=[O:35])[N:33]=1. (6) Given the product [CH3:23][C:24]1[C:28]([C:2]2[CH:7]=[CH:6][C:5]([O:8][C:9]3[CH:10]=[C:11]([CH:16]=[C:17]([O:19][CH:20]([CH3:22])[CH3:21])[CH:18]=3)[C:12]([O:14][CH3:15])=[O:13])=[CH:4][CH:3]=2)=[C:27]([CH3:32])[O:26][N:25]=1, predict the reactants needed to synthesize it. The reactants are: Br[C:2]1[CH:7]=[CH:6][C:5]([O:8][C:9]2[CH:10]=[C:11]([CH:16]=[C:17]([O:19][CH:20]([CH3:22])[CH3:21])[CH:18]=2)[C:12]([O:14][CH3:15])=[O:13])=[CH:4][CH:3]=1.[CH3:23][C:24]1[C:28](B(O)O)=[C:27]([CH3:32])[O:26][N:25]=1.C(=O)([O-])[O-].[Na+].[Na+]. (7) Given the product [C:1]([C:3]([C:20]1[S:21][C:22]([C:25]#[N:26])=[CH:23][CH:24]=1)([CH:17]([CH3:19])[CH3:18])[CH2:4][CH2:5][CH2:6][N:7]1[CH2:11][CH2:10][C@@H:9]([N:12]([CH2:13][CH2:14][C:15]#[N:16])[CH2:27][C:28]2[CH:33]=[CH:32][CH:31]=[CH:30][CH:29]=2)[CH2:8]1)#[N:2], predict the reactants needed to synthesize it. The reactants are: [C:1]([C:3]([C:20]1[S:21][C:22]([C:25]#[N:26])=[CH:23][CH:24]=1)([CH:17]([CH3:19])[CH3:18])[CH2:4][CH2:5][CH2:6][N:7]1[CH2:11][CH2:10][C@@H:9]([NH:12][CH2:13][CH2:14][C:15]#[N:16])[CH2:8]1)#[N:2].[CH:27](=O)[C:28]1[CH:33]=[CH:32][CH:31]=[CH:30][CH:29]=1.C(O)(=O)C.C(O[BH-](OC(=O)C)OC(=O)C)(=O)C.[Na+].[OH-].[Na+]. (8) Given the product [CH3:18][O:4][CH2:3][C:2]([C:6]1[CH:7]=[CH:8][CH:9]=[C:10]2[C:15]=1[N:14]=[C:13]([CH3:16])[CH:12]=[CH:11]2)([CH3:1])[CH3:5], predict the reactants needed to synthesize it. The reactants are: [CH3:1][C:2]([C:6]1[CH:7]=[CH:8][CH:9]=[C:10]2[C:15]=1[N:14]=[C:13]([CH3:16])[CH:12]=[CH:11]2)([CH3:5])[CH2:3][OH:4].I[CH3:18].[H-].[Na+].O.